From a dataset of Retrosynthesis with 50K atom-mapped reactions and 10 reaction types from USPTO. Predict the reactants needed to synthesize the given product. (1) Given the product Cc1noc(-c2ccc(-c3ccc(CC#N)cc3)cc2)c1NC(=O)O[C@H](C)c1ccccc1Cl, predict the reactants needed to synthesize it. The reactants are: Cc1noc(-c2ccc(Br)cc2)c1NC(=O)O[C@H](C)c1ccccc1Cl.N#CCc1ccc(B(O)O)cc1. (2) Given the product COc1ncc(C#CC2=CCNCC2)cn1, predict the reactants needed to synthesize it. The reactants are: COc1ncc(C#CC2=CCN(C(=O)OC(C)(C)C)CC2)cn1. (3) Given the product O=C(O)c1cnc(Nc2cccc(C(F)(F)F)c2)[nH]c1=O, predict the reactants needed to synthesize it. The reactants are: CCOC(=O)c1cnc(Nc2cccc(C(F)(F)F)c2)[nH]c1=O. (4) Given the product Cc1noc(-c2cn3ncnc(Nc4cnc5[nH]ccc5c4F)c3c2C(C)C)n1, predict the reactants needed to synthesize it. The reactants are: Cc1noc(-c2cn3ncnc(Cl)c3c2C(C)C)n1.Nc1cnc2[nH]ccc2c1F.